This data is from Full USPTO retrosynthesis dataset with 1.9M reactions from patents (1976-2016). The task is: Predict the reactants needed to synthesize the given product. (1) Given the product [CH:35]([O:34][C:32]([NH:29][CH2:28][CH2:27][C:7]1[CH:8]=[C:9]([O:12][CH2:13][CH2:14][C:15]2[N:16]=[C:17]([C:21]3[CH:22]=[CH:23][CH:24]=[CH:25][CH:26]=3)[O:18][C:19]=2[CH3:20])[CH:10]=[CH:11][C:6]=1[CH2:5][CH2:4][C:3]([OH:30])=[O:2])=[O:33])([CH3:37])[CH3:36], predict the reactants needed to synthesize it. The reactants are: C[O:2][C:3](=[O:30])[CH2:4][CH2:5][C:6]1[CH:11]=[CH:10][C:9]([O:12][CH2:13][CH2:14][C:15]2[N:16]=[C:17]([C:21]3[CH:26]=[CH:25][CH:24]=[CH:23][CH:22]=3)[O:18][C:19]=2[CH3:20])=[CH:8][C:7]=1[CH2:27][CH2:28][NH2:29].Cl[C:32]([O:34][CH:35]([CH3:37])[CH3:36])=[O:33]. (2) Given the product [N:13]1([CH2:22][CH2:23][N:24]2[C:27](=[O:28])[C:26]([OH:25])=[C:32]([C:33](=[O:40])[C:34]3[CH:35]=[CH:36][N:37]=[CH:38][CH:39]=3)[CH:1]2[C:3]2[CH:12]=[CH:11][C:6]([C:7]([O:9][CH3:10])=[O:8])=[CH:5][CH:4]=2)[C:17]2[CH:18]=[CH:19][CH:20]=[CH:21][C:16]=2[N:15]=[CH:14]1, predict the reactants needed to synthesize it. The reactants are: [CH:1]([C:3]1[CH:12]=[CH:11][C:6]([C:7]([O:9][CH3:10])=[O:8])=[CH:5][CH:4]=1)=O.[N:13]1([CH2:22][CH2:23][NH2:24])[C:17]2[CH:18]=[CH:19][CH:20]=[CH:21][C:16]=2[N:15]=[CH:14]1.[OH:25]/[C:26](=[CH:32]\[C:33](=[O:40])[C:34]1[CH:39]=[CH:38][N:37]=[CH:36][CH:35]=1)/[C:27](OCC)=[O:28]. (3) Given the product [C:1]([C:5]1[CH:6]=[C:7]([C:20]([NH:35][S:32]([C:28]2[CH:29]=[CH:30][CH:31]=[C:26]([N+:23]([O-:25])=[O:24])[CH:27]=2)(=[O:34])=[O:33])=[O:22])[N:8]([CH2:10][C:11]2[C:16]([CH3:17])=[CH:15][C:14]([CH3:18])=[CH:13][C:12]=2[CH3:19])[N:9]=1)([CH3:2])([CH3:4])[CH3:3], predict the reactants needed to synthesize it. The reactants are: [C:1]([C:5]1[CH:6]=[C:7]([C:20]([OH:22])=O)[N:8]([CH2:10][C:11]2[C:16]([CH3:17])=[CH:15][C:14]([CH3:18])=[CH:13][C:12]=2[CH3:19])[N:9]=1)([CH3:4])([CH3:3])[CH3:2].[N+:23]([C:26]1[CH:27]=[C:28]([S:32]([NH2:35])(=[O:34])=[O:33])[CH:29]=[CH:30][CH:31]=1)([O-:25])=[O:24].CN(C(ON1N=NC2C=CC=NC1=2)=[N+](C)C)C.F[P-](F)(F)(F)(F)F.C(N(CC)CC)C.